This data is from Reaction yield outcomes from USPTO patents with 853,638 reactions. The task is: Predict the reaction yield, written as a fraction of the theoretical maximum amount of product (1.0 means a 100% yield; for example, 0.34 means a 34% yield). (1) The reactants are [N+:1]([CH2:4][CH2:5][C:6]1[CH:7]=[N:8][CH:9]=[C:10]([O:12][C:13]2[CH:18]=[CH:17][CH:16]=[CH:15][CH:14]=2)[CH:11]=1)([O-:3])=O.C[O-].[Li+].C(=O)([O-])O.[Na+].[C:27]([C:29]1[C:30]([NH2:36])=[N:31][C:32]([NH2:35])=[CH:33][CH:34]=1)#[CH:28].C(N(CC)CC)C. The catalyst is [Ti](Cl)(Cl)(Cl)Cl.O.O1CCCC1.CO. The product is [O:12]([C:10]1[CH:11]=[C:6]([CH2:5][C:4]2[CH:28]=[C:27]([C:29]3[C:30]([NH2:36])=[N:31][C:32]([NH2:35])=[CH:33][CH:34]=3)[O:3][N:1]=2)[CH:7]=[N:8][CH:9]=1)[C:13]1[CH:18]=[CH:17][CH:16]=[CH:15][CH:14]=1. The yield is 0.0110. (2) The reactants are [CH3:1][C:2]1[CH:3]=[C:4]([CH:6]=[CH:7][CH:8]=1)[NH2:5].[N:9]([O-])=O.[Na+].C([O-])(=O)C.[Na+].[C:18]([CH2:21][C:22](=[O:24])[CH3:23])(=[O:20])[CH3:19]. The catalyst is C(O)(=O)C.Cl.O.C(O)C. The product is [CH3:1][C:2]1[CH:3]=[C:4]([NH:5][N:9]=[C:21]([C:22](=[O:24])[CH3:23])[C:18](=[O:20])[CH3:19])[CH:6]=[CH:7][CH:8]=1. The yield is 0.240. (3) The reactants are [C:1]([O:5][C:6](=[O:14])[N:7]([CH2:11][CH2:12][OH:13])[CH:8]([CH3:10])[CH3:9])([CH3:4])([CH3:3])[CH3:2].O[N:16]1[C:20](=[O:21])[C:19]2=[CH:22][CH:23]=[CH:24][CH:25]=[C:18]2[C:17]1=[O:26]. No catalyst specified. The product is [C:1]([O:5][C:6](=[O:14])[N:7]([CH2:11][CH2:12][O:13][N:16]1[C:20](=[O:21])[C:19]2[C:18](=[CH:25][CH:24]=[CH:23][CH:22]=2)[C:17]1=[O:26])[CH:8]([CH3:10])[CH3:9])([CH3:3])([CH3:2])[CH3:4]. The yield is 0.570. (4) The reactants are [Cl-].[Al+3].[Cl-].[Cl-].[CH2:5]1[C:13]2[C:8](=[CH:9][CH:10]=[CH:11][CH:12]=2)[CH2:7][CH:6]1[O:14][C:15](=[O:17])[CH3:16].Cl.[C:19](Cl)(=[O:21])[CH3:20]. The catalyst is C(=S)=S. The product is [C:19]([C:10]1[CH:9]=[C:8]2[C:13](=[CH:12][CH:11]=1)[CH2:5][CH:6]([O:14][C:15](=[O:17])[CH3:16])[CH2:7]2)(=[O:21])[CH3:20]. The yield is 0.970. (5) The reactants are [CH2:1]([N:8]1[CH:12]=[C:11]([C:13]([O:15]CC)=[O:14])[C:10]([O:18][CH2:19][C:20]2[CH:25]=[CH:24][C:23]([O:26][CH2:27][C:28]3[N:29]=[C:30]([C:34]4[O:35][CH:36]=[CH:37][CH:38]=4)[O:31][C:32]=3[CH3:33])=[CH:22][CH:21]=2)=[N:9]1)[C:2]1[CH:7]=[CH:6][CH:5]=[CH:4][CH:3]=1.O1CCCC1.[OH-].[Na+].Cl. The catalyst is O.C(O)C. The product is [CH2:1]([N:8]1[CH:12]=[C:11]([C:13]([OH:15])=[O:14])[C:10]([O:18][CH2:19][C:20]2[CH:21]=[CH:22][C:23]([O:26][CH2:27][C:28]3[N:29]=[C:30]([C:34]4[O:35][CH:36]=[CH:37][CH:38]=4)[O:31][C:32]=3[CH3:33])=[CH:24][CH:25]=2)=[N:9]1)[C:2]1[CH:7]=[CH:6][CH:5]=[CH:4][CH:3]=1. The yield is 0.900. (6) The catalyst is N1C=CC=CC=1. The product is [I:1][C:2]1[CH:3]=[C:4]([NH:5][S:10]([CH3:9])(=[O:12])=[O:11])[CH:6]=[CH:7][CH:8]=1. The reactants are [I:1][C:2]1[CH:3]=[C:4]([CH:6]=[CH:7][CH:8]=1)[NH2:5].[CH3:9][S:10](O[S:10]([CH3:9])(=[O:12])=[O:11])(=[O:12])=[O:11].NC1C=CC=CC=1. The yield is 0.890. (7) The reactants are [CH2:1]([C@H:8]1[CH2:13][N:12]([C:14]2[CH:19]=[CH:18][C:17]([O:20][CH3:21])=[C:16]([O:22][CH:23]3[CH2:27][CH2:26][CH2:25][CH2:24]3)[CH:15]=2)[CH2:11][CH2:10][N:9]1[C:28](=[O:35])[CH2:29][C:30](OCC)=[O:31])[C:2]1[CH:7]=[CH:6][CH:5]=[CH:4][CH:3]=1.[CH3:36][NH2:37].[C-]#N.[Na+]. The catalyst is CCO. The product is [CH2:1]([C@H:8]1[CH2:13][N:12]([C:14]2[CH:19]=[CH:18][C:17]([O:20][CH3:21])=[C:16]([O:22][CH:23]3[CH2:24][CH2:25][CH2:26][CH2:27]3)[CH:15]=2)[CH2:11][CH2:10][N:9]1[C:28](=[O:35])[CH2:29][C:30]([NH:37][CH3:36])=[O:31])[C:2]1[CH:3]=[CH:4][CH:5]=[CH:6][CH:7]=1. The yield is 0.870. (8) The reactants are [CH3:1][C:2]([CH3:17])([CH3:16])[C:3]#[C:4][C:5]1[CH:10]=[C:9]([N+:11]([O-:13])=[O:12])[CH:8]=[CH:7][C:6]=1CN.CCC[CH2:21][N+:22](CCCC)(CCCC)CCCC.[F-]. The catalyst is C1COCC1. The product is [C:2]([C:3]1[N:22]([CH3:21])[C:6]2[C:5]([CH:4]=1)=[CH:10][C:9]([N+:11]([O-:13])=[O:12])=[CH:8][CH:7]=2)([CH3:1])([CH3:16])[CH3:17]. The yield is 0.990.